Binary Classification. Given a T-cell receptor sequence (or CDR3 region) and an epitope sequence, predict whether binding occurs between them. From a dataset of TCR-epitope binding with 47,182 pairs between 192 epitopes and 23,139 TCRs. (1) The epitope is TPRVTGGGAM. The TCR CDR3 sequence is CASSVIHTRDSEQYF. Result: 0 (the TCR does not bind to the epitope). (2) The epitope is YFPLQSYGF. The TCR CDR3 sequence is CSVAGFLAVYNEQFF. Result: 0 (the TCR does not bind to the epitope).